This data is from Catalyst prediction with 721,799 reactions and 888 catalyst types from USPTO. The task is: Predict which catalyst facilitates the given reaction. (1) Reactant: [CH3:1][CH:2]([CH2:7][C:8]([CH3:11])([CH3:10])[CH3:9])[CH2:3][C:4]([OH:6])=O.[CH2:12]([CH:20]([CH2:23][CH2:24][CH2:25][CH2:26][CH2:27][CH2:28][CH2:29][CH2:30][CH2:31][CH3:32])[CH2:21][NH2:22])[CH2:13][CH2:14][CH2:15][CH2:16][CH2:17][CH2:18][CH3:19]. Product: [CH3:1][CH:2]([CH2:7][C:8]([CH3:11])([CH3:10])[CH3:9])[CH2:3][C:4]([NH:22][CH2:21][CH:20]([CH2:12][CH2:13][CH2:14][CH2:15][CH2:16][CH2:17][CH2:18][CH3:19])[CH2:23][CH2:24][CH2:25][CH2:26][CH2:27][CH2:28][CH2:29][CH2:30][CH2:31][CH3:32])=[O:6]. The catalyst class is: 194. (2) Reactant: FC(F)(F)S([C:6]1[CH2:15][CH2:14][C:13]2[CH:12]=[C:11]([C:16]([O:18][CH3:19])=[O:17])[CH:10]=[CH:9][C:8]=2[CH:7]=1)(=O)=O.C(=O)([O-])[O-].[Na+].[Na+].[Cl-].[Li+].[CH3:30][O:31][C:32]1[CH:37]=[CH:36][C:35](B(O)O)=[CH:34][CH:33]=1. Product: [CH3:30][O:31][C:32]1[CH:37]=[CH:36][C:35]([C:6]2[CH2:15][CH2:14][C:13]3[CH:12]=[C:11]([C:16]([O:18][CH3:19])=[O:17])[CH:10]=[CH:9][C:8]=3[CH:7]=2)=[CH:34][CH:33]=1. The catalyst class is: 437. (3) Reactant: [Si:1]([O:8][CH:9]1[CH:14]=[C:13]([C:15]2[CH:20]=[CH:19][N:18]=[CH:17][C:16]=2[N+:21]([O-])=O)[O:12][CH:11]([CH3:24])[C:10]1([CH3:26])[OH:25])([C:4]([CH3:7])([CH3:6])[CH3:5])([CH3:3])[CH3:2]. Product: [NH2:21][C:16]1[CH:17]=[N:18][CH:19]=[CH:20][C:15]=1[C:13]1[O:12][CH:11]([CH3:24])[C:10]([CH3:26])([OH:25])[CH:9]([O:8][Si:1]([C:4]([CH3:5])([CH3:7])[CH3:6])([CH3:2])[CH3:3])[CH:14]=1. The catalyst class is: 409. (4) Reactant: [F:1][C:2]1[CH:8]=[CH:7][C:5]([NH2:6])=[CH:4][CH:3]=1.[C:9]([CH2:11][C:12]([O-])=[O:13])#[N:10].CCN=C=NCCCN(C)C.C1C=CC2N(O)N=NC=2C=1.CCN(CC)CC. Product: [C:9]([CH2:11][C:12]([NH:6][C:5]1[CH:7]=[CH:8][C:2]([F:1])=[CH:3][CH:4]=1)=[O:13])#[N:10]. The catalyst class is: 34. (5) Reactant: [CH3:1][S:2]([C:5]1[CH:10]=[CH:9][C:8]([C:11]2[N:16]=[CH:15][C:14]([CH2:17][NH:18][CH:19]3[CH2:24][CH2:23][N:22]([C:25]([O:27][C:28]([CH3:31])([CH3:30])[CH3:29])=[O:26])[CH2:21][CH2:20]3)=[CH:13][CH:12]=2)=[CH:7][CH:6]=1)(=[O:4])=[O:3].[CH:32](=O)[CH:33]([CH3:35])[CH3:34].[BH-](OC(C)=O)(OC(C)=O)OC(C)=O.[Na+].[OH-].[Na+]. Product: [CH2:32]([N:18]([CH2:17][C:14]1[CH:15]=[N:16][C:11]([C:8]2[CH:9]=[CH:10][C:5]([S:2]([CH3:1])(=[O:3])=[O:4])=[CH:6][CH:7]=2)=[CH:12][CH:13]=1)[CH:19]1[CH2:24][CH2:23][N:22]([C:25]([O:27][C:28]([CH3:31])([CH3:30])[CH3:29])=[O:26])[CH2:21][CH2:20]1)[CH:33]([CH3:35])[CH3:34]. The catalyst class is: 279. (6) Reactant: B.[O:2]1CCCC1.[CH2:7]([O:14][C:15]1[CH:20]=[CH:19][C:18]([CH:21]2[CH:26]=[CH:25][N:24]([C@@H:27]([C:29]3[CH:34]=[CH:33][CH:32]=[CH:31][CH:30]=3)[CH3:28])[CH2:23][C@H:22]2[O:35][Si:36]([CH:43]([CH3:45])[CH3:44])([CH:40]([CH3:42])[CH3:41])[CH:37]([CH3:39])[CH3:38])=[CH:17][CH:16]=1)[C:8]1[CH:13]=[CH:12][CH:11]=[CH:10][CH:9]=1.O.C([O-])([O-])=O.C([O-])([O-])=O.OO.OO.OO.[Na+].[Na+].[Na+].[Na+]. Product: [CH2:7]([O:14][C:15]1[CH:16]=[CH:17][C:18]([C@H:21]2[C@H:22]([O:35][Si:36]([CH:40]([CH3:42])[CH3:41])([CH:37]([CH3:38])[CH3:39])[CH:43]([CH3:45])[CH3:44])[CH2:23][N:24]([C@@H:27]([C:29]3[CH:30]=[CH:31][CH:32]=[CH:33][CH:34]=3)[CH3:28])[CH2:25][C@@H:26]2[OH:2])=[CH:19][CH:20]=1)[C:8]1[CH:9]=[CH:10][CH:11]=[CH:12][CH:13]=1. The catalyst class is: 57. (7) Reactant: [CH:1]([O:4][C:5]1[CH:10]=[CH:9][C:8]([NH:11][C:12]2[N:13]=[CH:14][C:15]3[CH:20]=[CH:19][NH:18][C:16]=3[N:17]=2)=[CH:7][CH:6]=1)([CH3:3])[CH3:2].BrC1C=CC([CH2:28][S:29](CC2C=CC(Br)=CC=2)(=[O:31])=[O:30])=CC=1.[O-]P([O-])([O-])=O.[K+].[K+].[K+].N[C@@H:49]1[CH2:54][CH2:53][CH2:52][CH2:51][C@H:50]1N. Product: [CH:1]([O:4][C:5]1[CH:6]=[CH:7][C:8]([NH:11][C:12]2[N:13]=[CH:14][C:15]3[CH:20]=[CH:19][N:18]([C:53]4[CH:52]=[CH:51][C:50]([S:29]([CH3:28])(=[O:31])=[O:30])=[CH:49][CH:54]=4)[C:16]=3[N:17]=2)=[CH:9][CH:10]=1)([CH3:3])[CH3:2]. The catalyst class is: 185.